This data is from Full USPTO retrosynthesis dataset with 1.9M reactions from patents (1976-2016). The task is: Predict the reactants needed to synthesize the given product. (1) The reactants are: [F:1][C:2]([F:35])([F:34])[C:3]1[CH:4]=[C:5]([CH:27]=[C:28]([C:30]([F:33])([F:32])[F:31])[CH:29]=1)[C:6]([N:8]1[CH2:13][CH2:12][CH:11]([N:14]2[CH2:19][CH2:18][NH:17][CH2:16][CH2:15]2)[CH2:10][CH:9]1[CH2:20][C:21]1[CH:26]=[CH:25][CH:24]=[CH:23][CH:22]=1)=[O:7].Cl[CH:37]([C:49]1[CH:54]=[CH:53][CH:52]=[CH:51][CH:50]=1)[C:38]([O:40][C:41]1[CH:46]=[C:45]([CH3:47])[CH:44]=[C:43]([CH3:48])[CH:42]=1)=[O:39].C(=O)([O-])[O-].[Na+].[Na+]. Given the product [F:35][C:2]([F:34])([F:1])[C:3]1[CH:4]=[C:5]([CH:27]=[C:28]([C:30]([F:33])([F:31])[F:32])[CH:29]=1)[C:6]([N:8]1[CH2:13][CH2:12][C@H:11]([N:14]2[CH2:15][CH2:16][N:17]([CH:37]([C:49]3[CH:54]=[CH:53][CH:52]=[CH:51][CH:50]=3)[C:38]([O:40][C:41]3[CH:42]=[C:43]([CH3:48])[CH:44]=[C:45]([CH3:47])[CH:46]=3)=[O:39])[CH2:18][CH2:19]2)[CH2:10][C@@H:9]1[CH2:20][C:21]1[CH:26]=[CH:25][CH:24]=[CH:23][CH:22]=1)=[O:7], predict the reactants needed to synthesize it. (2) The reactants are: [Cl:1][C:2]1[CH:7]=[CH:6][C:5]([CH2:8][C:9]([C:11]2[CH:16]=[CH:15][C:14]([O:17][C:18]3[CH:23]=[CH:22][C:21]([Cl:24])=[CH:20][CH:19]=3)=[CH:13][N:12]=2)=[O:10])=[C:4]([F:25])[CH:3]=1.[N+](=[CH2:28])=[N-]. Given the product [Cl:1][C:2]1[CH:7]=[CH:6][C:5]([CH2:8][C:9]2([C:11]3[CH:16]=[CH:15][C:14]([O:17][C:18]4[CH:23]=[CH:22][C:21]([Cl:24])=[CH:20][CH:19]=4)=[CH:13][N:12]=3)[CH2:28][O:10]2)=[C:4]([F:25])[CH:3]=1, predict the reactants needed to synthesize it. (3) Given the product [CH3:1][O:2][CH2:3][CH:4]1[CH2:13][CH2:12][C:7]2([O:11][CH2:10][CH2:9][O:8]2)[CH2:6][CH2:5]1, predict the reactants needed to synthesize it. The reactants are: [CH3:1][O:2][CH:3]=[C:4]1[CH2:13][CH2:12][C:7]2([O:11][CH2:10][CH2:9][O:8]2)[CH2:6][CH2:5]1. (4) The reactants are: COC1C=CC(C2C(C)(C)CC3C(=CC=C(OC)C=3)C=2)=C(N)C=1.Cl.[N:25]1([CH2:32][CH2:33][O:34][C:35]2[CH:43]=[CH:42][C:38]([C:39](O)=O)=[CH:37][CH:36]=2)[CH2:31][CH2:30][CH2:29][CH2:28][CH2:27][CH2:26]1.N1(CCOC2C=C[C:57]([CH2:58][NH:59][C:60]3[CH:65]=[C:64]([O:66][CH3:67])[CH:63]=[CH:62][C:61]=3[C:68]3[C:77]([CH3:79])([CH3:78])[CH2:76][C:75]4[C:70](=[CH:71][CH:72]=[C:73]([O:80][CH3:81])[CH:74]=4)[CH:69]=3)=CC=2)CCCCCC1. Given the product [N:25]1([CH2:32][CH2:33][O:34][C:35]2[CH:43]=[CH:42][C:38]([CH2:39][N:59]([CH2:58][CH3:57])[C:60]3[CH:65]=[C:64]([O:66][CH3:67])[CH:63]=[CH:62][C:61]=3[C:68]3[C:77]([CH3:79])([CH3:78])[CH2:76][C:75]4[C:70](=[CH:71][CH:72]=[C:73]([O:80][CH3:81])[CH:74]=4)[CH:69]=3)=[CH:37][CH:36]=2)[CH2:31][CH2:30][CH2:29][CH2:28][CH2:27][CH2:26]1, predict the reactants needed to synthesize it.